From a dataset of Full USPTO retrosynthesis dataset with 1.9M reactions from patents (1976-2016). Predict the reactants needed to synthesize the given product. (1) Given the product [CH3:1][N:2]1[C:10]2[N:9]=[C:8]([Br:11])[N:7]([CH2:24][C:25]#[C:26][CH3:27])[C:6]=2[C:5](=[O:12])[NH:4][C:3]1=[O:13], predict the reactants needed to synthesize it. The reactants are: [CH3:1][N:2]1[C:10]2[N:9]=[C:8]([Br:11])[NH:7][C:6]=2[C:5](=[O:12])[NH:4][C:3]1=[O:13].C(N(C(C)C)CC)(C)C.Br[CH2:24][C:25]#[C:26][CH3:27]. (2) Given the product [C:62]([C:60]1[N:61]=[C:57]([NH:56][C:54]([C:52]2[CH:51]=[CH:50][N:44]3[C:45](=[O:49])[C:46](/[CH:24]=[CH:25]/[C:26]([O:28][C:52]([CH3:54])([CH3:53])[CH3:51])=[O:27])=[C:41]([N:37]4[CH2:38][CH2:39][CH2:40][C@H:35]([O:34][CH:32]=[O:33])[CH2:36]4)[N:42]=[C:43]3[CH:53]=2)=[O:55])[S:58][CH:59]=1)([CH3:65])([CH3:64])[CH3:63], predict the reactants needed to synthesize it. The reactants are: C(C1C=C(CCC2C=CN3C(=O)C(/[CH:24]=[CH:25]/[C:26]([OH:28])=[O:27])=C(N4CCOCC4)N=C3C=2)SC=1)C.[CH:32]([O:34][C@H:35]1[CH2:40][CH2:39][CH2:38][N:37]([C:41]2[N:42]=[C:43]3[CH:53]=[C:52]([C:54]([NH:56][C:57]4[S:58][CH:59]=[C:60]([C:62]([CH3:65])([CH3:64])[CH3:63])[N:61]=4)=[O:55])[CH:51]=[CH:50][N:44]3[C:45](=[O:49])[C:46]=2C=O)[CH2:36]1)=[O:33]. (3) Given the product [Br:1][C:2]1[CH:3]=[CH:4][C:5]([CH:8]2[CH2:10][CH:9]2[C:11]([OH:13])=[O:12])=[CH:6][CH:7]=1, predict the reactants needed to synthesize it. The reactants are: [Br:1][C:2]1[CH:7]=[CH:6][C:5]([C@H:8]2[CH2:10][C@H:9]2[C:11]([O:13]C)=[O:12])=[CH:4][CH:3]=1.[Li+].[OH-]. (4) The reactants are: C([O:8][C:9](=[O:22])[C:10]1[CH:15]=[CH:14][C:13]([N:16]2[CH2:21][CH2:20][NH:19][CH2:18][CH2:17]2)=[CH:12][CH:11]=1)C1C=CC=CC=1.Cl[C:24]1[CH:42]=[CH:41][C:27]([C:28]([NH:30][C:31]2[CH:36]=[CH:35][C:34]([O:37][CH3:38])=[C:33]([O:39][CH3:40])[CH:32]=2)=[O:29])=[CH:26][N:25]=1.C1(NC(C2C=CC(N3CCN(C4C=CC(C(O)=O)=CC=4)CC3)=NC=2)=O)C=CC=CC=1. Given the product [CH3:40][O:39][C:33]1[CH:32]=[C:31]([NH:30][C:28]([C:27]2[CH:41]=[CH:42][C:24]([N:19]3[CH2:18][CH2:17][N:16]([C:13]4[CH:12]=[CH:11][C:10]([C:9]([OH:8])=[O:22])=[CH:15][CH:14]=4)[CH2:21][CH2:20]3)=[N:25][CH:26]=2)=[O:29])[CH:36]=[CH:35][C:34]=1[O:37][CH3:38], predict the reactants needed to synthesize it. (5) Given the product [CH3:24][N:25]([CH:33]1[CH2:34][CH2:35][N:36]([C:11]2[CH:12]=[CH:13][C:14]3[N:15]([C:17]([C:20]([F:23])([F:22])[F:21])=[N:18][N:19]=3)[N:16]=2)[CH2:37][CH2:38]1)[C:26](=[O:32])[O:27][C:28]([CH3:31])([CH3:29])[CH3:30], predict the reactants needed to synthesize it. The reactants are: CCN(C(C)C)C(C)C.Cl[C:11]1[CH:12]=[CH:13][C:14]2[N:15]([C:17]([C:20]([F:23])([F:22])[F:21])=[N:18][N:19]=2)[N:16]=1.[CH3:24][N:25]([CH:33]1[CH2:38][CH2:37][NH:36][CH2:35][CH2:34]1)[C:26](=[O:32])[O:27][C:28]([CH3:31])([CH3:30])[CH3:29]. (6) Given the product [Cl:24][C:25]1[C:26]([O:36][CH3:37])=[CH:27][C:28]([O:34][CH3:35])=[C:29]([NH:31][C:32]([N:21]2[CH2:22][CH2:23][N:18]([C:4]3[C:3]([C:1]#[N:2])=[CH:13][C:7]([C:8]([O:10][CH2:11][CH3:12])=[O:9])=[C:6]([C:14]([F:15])([F:17])[F:16])[N:5]=3)[CH2:19][CH2:20]2)=[O:33])[CH:30]=1, predict the reactants needed to synthesize it. The reactants are: [C:1]([C:3]1[C:4]([N:18]2[CH2:23][CH2:22][NH:21][CH2:20][CH2:19]2)=[N:5][C:6]([C:14]([F:17])([F:16])[F:15])=[C:7]([CH:13]=1)[C:8]([O:10][CH2:11][CH3:12])=[O:9])#[N:2].[Cl:24][C:25]1[CH:30]=[C:29]([N:31]=[C:32]=[O:33])[C:28]([O:34][CH3:35])=[CH:27][C:26]=1[O:36][CH3:37]. (7) Given the product [F:42][C:2]([F:1])([F:41])[C:3]1[CH:4]=[C:5]([C@H:13]2[O:17][C:16](=[O:18])[N:15]([CH2:19][C:20]3[CH:25]=[C:24]([C:26]([F:29])([F:28])[F:27])[CH:23]=[CH:22][C:21]=3[C:30]3[CH:35]=[CH:34][C:33]([F:36])=[C:32]([CH:37]([CH3:39])[CH3:38])[CH:31]=3)[C@H:14]2[CH3:40])[CH:6]=[C:7]([C:9]([F:12])([F:11])[F:10])[CH:8]=1, predict the reactants needed to synthesize it. The reactants are: [F:1][C:2]([F:42])([F:41])[C:3]1[CH:4]=[C:5]([C@H:13]2[O:17][C:16](=[O:18])[N:15]([CH2:19][C:20]3[CH:25]=[C:24]([C:26]([F:29])([F:28])[F:27])[CH:23]=[CH:22][C:21]=3[C:30]3[CH:35]=[CH:34][C:33]([F:36])=[C:32]([C:37]([CH3:39])=[CH2:38])[CH:31]=3)[C@H:14]2[CH3:40])[CH:6]=[C:7]([C:9]([F:12])([F:11])[F:10])[CH:8]=1. (8) Given the product [OH:17][C:15]1([CH:5]2[CH2:4][CH2:3][CH:2]([CH3:1])[CH2:7][N:6]2[C:8]([O:10][C:11]([CH3:12])([CH3:13])[CH3:14])=[O:9])[CH2:20][CH2:19]1, predict the reactants needed to synthesize it. The reactants are: [CH3:1][CH:2]1[CH2:7][N:6]([C:8]([O:10][C:11]([CH3:14])([CH3:13])[CH3:12])=[O:9])[CH:5]([C:15]([O:17]C)=O)[CH2:4][CH2:3]1.[CH2:19]([Mg]Br)[CH3:20].S(=O)(=O)(O)O. (9) Given the product [NH:6]1[C:7]2[C:12](=[CH:11][CH:10]=[CH:9][CH:8]=2)[C:4]([CH2:3][CH2:2][N:1]2[C:16](=[O:17])[C:15]3[C:14](=[CH:22][CH:21]=[CH:20][CH:19]=3)[C:13]2=[O:18])=[CH:5]1, predict the reactants needed to synthesize it. The reactants are: [NH2:1][CH2:2][CH2:3][C:4]1[C:12]2[C:7](=[CH:8][CH:9]=[CH:10][CH:11]=2)[NH:6][CH:5]=1.[C:13]1(=O)[O:18][C:16](=[O:17])[C:15]2=[CH:19][CH:20]=[CH:21][CH:22]=[C:14]12.